This data is from Full USPTO retrosynthesis dataset with 1.9M reactions from patents (1976-2016). The task is: Predict the reactants needed to synthesize the given product. (1) Given the product [NH2:6][C:5]1[C:4]([N+:10]([O-:12])=[O:11])=[CH:3][C:2]([C:13]2[CH:18]=[CH:17][CH:16]=[CH:15][CH:14]=2)=[CH:8][C:7]=1[CH3:9], predict the reactants needed to synthesize it. The reactants are: Br[C:2]1[CH:8]=[C:7]([CH3:9])[C:5]([NH2:6])=[C:4]([N+:10]([O-:12])=[O:11])[CH:3]=1.[C:13]1(B(O)O)[CH:18]=[CH:17][CH:16]=[CH:15][CH:14]=1.C(=O)([O-])[O-].[Cs+].[Cs+].O. (2) Given the product [Cl:8][C:7]1[CH:6]=[CH:5][C:4]([OH:9])=[CH:3][C:2]=1[NH:1][C:15](=[O:32])[CH:16]([CH2:20][C:21]1[CH:26]=[CH:25][C:24]([N:27]2[CH:31]=[CH:30][CH:29]=[N:28]2)=[CH:23][CH:22]=1)[C:17](=[O:19])[CH3:18], predict the reactants needed to synthesize it. The reactants are: [NH2:1][C:2]1[CH:3]=[C:4]([OH:9])[CH:5]=[CH:6][C:7]=1[Cl:8].C(S[C:15](=[O:32])[CH:16]([CH2:20][C:21]1[CH:26]=[CH:25][C:24]([N:27]2[CH:31]=[CH:30][CH:29]=[N:28]2)=[CH:23][CH:22]=1)[C:17](=[O:19])[CH3:18])(C)(C)C. (3) Given the product [CH2:6]([O:13][C:14]1[CH:15]=[CH:16][C:17]([N:1]2[CH:5]=[CH:4][CH:3]=[N:2]2)=[N:18][CH:19]=1)[C:7]1[CH:8]=[CH:9][CH:10]=[CH:11][CH:12]=1, predict the reactants needed to synthesize it. The reactants are: [NH:1]1[CH:5]=[CH:4][CH:3]=[N:2]1.[CH2:6]([O:13][C:14]1[CH:15]=[CH:16][C:17](F)=[N:18][CH:19]=1)[C:7]1[CH:12]=[CH:11][CH:10]=[CH:9][CH:8]=1.C([O-])([O-])=O.[K+].[K+].O. (4) Given the product [ClH:46].[NH2:19][CH2:18][CH2:17][CH2:16][C:15]([NH:14][C:11]1[C:10](=[O:28])[C:9]2[CH:29]=[C:30]([O:31][C:32]3[CH:33]=[CH:34][CH:35]=[CH:36][CH:37]=3)[C:6]([NH:5][S:2]([CH3:1])(=[O:4])=[O:3])=[CH:7][C:8]=2[O:13][CH:12]=1)=[O:27], predict the reactants needed to synthesize it. The reactants are: [CH3:1][S:2]([NH:5][C:6]1[C:30]([O:31][C:32]2[CH:37]=[CH:36][CH:35]=[CH:34][CH:33]=2)=[CH:29][C:9]2[C:10](=[O:28])[C:11]([NH:14][C:15](=[O:27])[CH2:16][CH2:17][CH2:18][NH:19]C(=O)OC(C)(C)C)=[CH:12][O:13][C:8]=2[CH:7]=1)(=[O:4])=[O:3].FC(F)(F)C(O)=O.C(Cl)[Cl:46]. (5) Given the product [CH2:22]([O:21][C:19]([N:13]1[CH2:14][CH2:15][N:10]([CH2:9][CH2:8][CH2:7][OH:6])[C:11](=[O:17])[C@@H:12]1[CH3:16])=[O:20])[C:23]1[CH:28]=[CH:27][CH:26]=[CH:25][CH:24]=1, predict the reactants needed to synthesize it. The reactants are: C(=O)([O-])O.[Na+].[OH:6][CH2:7][CH2:8][CH2:9][N:10]1[CH2:15][CH2:14][NH:13][C@@H:12]([CH3:16])[C:11]1=[O:17].Cl[C:19]([O:21][CH2:22][C:23]1[CH:28]=[CH:27][CH:26]=[CH:25][CH:24]=1)=[O:20]. (6) Given the product [Br:13][C:14]1[CH:15]=[CH:16][CH:17]=[C:18]2[C:23]=1[N:22]=[C:21]([Cl:24])[C:20]([CH3:2])=[CH:19]2, predict the reactants needed to synthesize it. The reactants are: [Li][CH2:2]CCC.C(NC(C)C)(C)C.[Br:13][C:14]1[CH:15]=[CH:16][CH:17]=[C:18]2[C:23]=1[N:22]=[C:21]([Cl:24])[CH:20]=[CH:19]2.CI. (7) Given the product [F:33][CH:2]([F:1])[C:3]1[CH:8]=[CH:7][C:6]([C:9]2[C:10]3[N:11]([N:15]=[C:16]([NH:18][C:19]4[CH:20]=[CH:21][C:22]([CH:25]5[CH2:26][CH2:27][N:28]([CH2:35][C:36]([N:38]([CH3:40])[CH3:39])=[O:37])[CH2:29][CH2:30]5)=[CH:23][CH:24]=4)[N:17]=3)[CH:12]=[CH:13][CH:14]=2)=[C:5]([O:31][CH3:32])[CH:4]=1, predict the reactants needed to synthesize it. The reactants are: [F:1][CH:2]([F:33])[C:3]1[CH:8]=[CH:7][C:6]([C:9]2[C:10]3[N:11]([N:15]=[C:16]([NH:18][C:19]4[CH:24]=[CH:23][C:22]([CH:25]5[CH2:30][CH2:29][NH:28][CH2:27][CH2:26]5)=[CH:21][CH:20]=4)[N:17]=3)[CH:12]=[CH:13][CH:14]=2)=[C:5]([O:31][CH3:32])[CH:4]=1.Cl[CH2:35][C:36]([N:38]([CH3:40])[CH3:39])=[O:37]. (8) Given the product [CH2:3]=[C:2]1[C:11]2[C:6](=[CH:7][CH:8]=[CH:9][CH:10]=2)[CH2:5][O:4][CH2:1]1, predict the reactants needed to synthesize it. The reactants are: [CH2:1]([O:4][CH2:5][C:6]1[CH:11]=[CH:10][CH:9]=[CH:8][C:7]=1I)[CH:2]=[CH2:3].C1C=CC(P(C2C=CC=CC=2)C2C=CC=CC=2)=CC=1. (9) Given the product [CH3:17][O:18][C:19](=[O:44])[C:20]1[CH:25]=[CH:24][C:23]([CH2:26][C:27]2[C:28](=[O:29])[C:30]3[C:31](=[CH:32][C:33]([Cl:36])=[CH:34][CH:35]=3)[N:37]([C:38]3[CH:43]=[CH:42][CH:41]=[CH:40][N:39]=3)[CH:1]=2)=[CH:22][CH:21]=1, predict the reactants needed to synthesize it. The reactants are: [CH3:1]N(C)C=O.O1CCCC1.C(Cl)(=O)C(Cl)=O.[CH3:17][O:18][C:19](=[O:44])[C:20]1[CH:25]=[CH:24][C:23]([CH2:26][CH2:27][C:28]([C:30]2[CH:35]=[CH:34][C:33]([Cl:36])=[CH:32][C:31]=2[NH:37][C:38]2[CH:43]=[CH:42][CH:41]=[CH:40][N:39]=2)=[O:29])=[CH:22][CH:21]=1. (10) The reactants are: C[SiH](C)O.C([Si](C=C)(C)Cl)=C.[CH3:12][Si:13]([O:20][SiH3:21])(C)[CH:14]([CH:17]=[CH2:18])[CH:15]=[CH2:16]. Given the product [CH:15]([CH:14]([CH:17]=[CH2:18])[SiH:13]([O:20][SiH3:21])[CH3:12])=[CH2:16], predict the reactants needed to synthesize it.